Dataset: Forward reaction prediction with 1.9M reactions from USPTO patents (1976-2016). Task: Predict the product of the given reaction. (1) Given the reactants N=C=N.[NH:4]1[CH2:9][CH2:8][CH2:7][CH2:6][CH2:5]1.ClC1C=CC(S(N2CCCCC2)(=O)=O)=C[C:12]=1[CH2:13][O:14]CC(O)=O, predict the reaction product. The product is: [N:4]1([C:13](=[O:14])[CH3:12])[CH2:9][CH2:8][CH2:7][CH2:6][CH2:5]1. (2) The product is: [CH3:1][C:2]1[C:6]([C:7]2[CH:8]=[C:9]([C:19]([C:21]3[CH:26]=[CH:25][CH:24]=[CH:23][N:22]=3)([OH:20])[CH:30]([CH2:31][CH3:32])[CH2:29][CH3:28])[C:10]3[N:14]=[C:13]([O:15][CH2:16][CH3:17])[NH:12][C:11]=3[CH:18]=2)=[C:5]([CH3:27])[O:4][N:3]=1. Given the reactants [CH3:1][C:2]1[C:6]([C:7]2[CH:8]=[C:9]([C:19]([C:21]3[CH:26]=[CH:25][CH:24]=[CH:23][N:22]=3)=[O:20])[C:10]3[N:14]=[C:13]([O:15][CH2:16][CH3:17])[NH:12][C:11]=3[CH:18]=2)=[C:5]([CH3:27])[O:4][N:3]=1.[CH3:28][CH2:29][CH:30]([Mg]Br)[CH2:31][CH3:32], predict the reaction product.